From a dataset of Merck oncology drug combination screen with 23,052 pairs across 39 cell lines. Regression. Given two drug SMILES strings and cell line genomic features, predict the synergy score measuring deviation from expected non-interaction effect. Drug 1: O=P1(N(CCCl)CCCl)NCCCO1. Drug 2: CNC(=O)c1cc(Oc2ccc(NC(=O)Nc3ccc(Cl)c(C(F)(F)F)c3)cc2)ccn1. Cell line: SKMEL30. Synergy scores: synergy=4.84.